Dataset: Forward reaction prediction with 1.9M reactions from USPTO patents (1976-2016). Task: Predict the product of the given reaction. (1) Given the reactants [F:1][C:2]([F:17])([S:13]([OH:16])(=[O:15])=[O:14])[C:3]([F:12])([F:11])[C:4]([F:10])([F:9])[C:5]([F:8])([F:7])[F:6].[OH-].[CH2:19]([N+:25]([CH2:38][CH2:39][CH2:40][CH2:41][CH2:42][CH3:43])([CH2:32][CH2:33][CH2:34][CH2:35][CH2:36][CH3:37])[CH2:26][CH2:27][CH2:28][CH2:29][CH2:30][CH3:31])[CH2:20][CH2:21][CH2:22][CH2:23][CH3:24], predict the reaction product. The product is: [CH2:38]([N+:25]([CH2:19][CH2:20][CH2:21][CH2:22][CH2:23][CH3:24])([CH2:26][CH2:27][CH2:28][CH2:29][CH2:30][CH3:31])[CH2:32][CH2:33][CH2:34][CH2:35][CH2:36][CH3:37])[CH2:39][CH2:40][CH2:41][CH2:42][CH3:43].[F:17][C:2]([F:1])([S:13]([O-:16])(=[O:15])=[O:14])[C:3]([F:11])([F:12])[C:4]([F:10])([F:9])[C:5]([F:8])([F:7])[F:6]. (2) Given the reactants Br[CH2:2][C:3]1[CH:8]=[CH:7][C:6]([NH:9][C:10](=[O:15])[C:11]([F:14])([F:13])[F:12])=[CH:5][C:4]=1[C:16]([F:19])([F:18])[F:17].[CH2:20]([N:22]1[CH2:27][CH2:26][NH:25][CH2:24][CH2:23]1)[CH3:21], predict the reaction product. The product is: [F:12][C:11]([F:14])([F:13])[C:10]([NH:9][C:6]1[CH:7]=[CH:8][C:3]([CH2:2][N:25]2[CH2:26][CH2:27][N:22]([CH2:20][CH3:21])[CH2:23][CH2:24]2)=[C:4]([C:16]([F:19])([F:18])[F:17])[CH:5]=1)=[O:15].